Dataset: NCI-60 drug combinations with 297,098 pairs across 59 cell lines. Task: Regression. Given two drug SMILES strings and cell line genomic features, predict the synergy score measuring deviation from expected non-interaction effect. (1) Drug 1: C1=NC2=C(N=C(N=C2N1C3C(C(C(O3)CO)O)F)Cl)N. Drug 2: CC1CCCC2(C(O2)CC(NC(=O)CC(C(C(=O)C(C1O)C)(C)C)O)C(=CC3=CSC(=N3)C)C)C. Cell line: NCI/ADR-RES. Synergy scores: CSS=31.4, Synergy_ZIP=-2.67, Synergy_Bliss=-0.360, Synergy_Loewe=-0.0561, Synergy_HSA=-0.214. (2) Synergy scores: CSS=4.01, Synergy_ZIP=-0.185, Synergy_Bliss=0.955, Synergy_Loewe=0.959, Synergy_HSA=0.884. Drug 2: C1CN(P(=O)(OC1)NCCCl)CCCl. Cell line: MDA-MB-231. Drug 1: C1CCC(C1)C(CC#N)N2C=C(C=N2)C3=C4C=CNC4=NC=N3. (3) Drug 1: CC12CCC(CC1=CCC3C2CCC4(C3CC=C4C5=CN=CC=C5)C)O. Drug 2: CN(C)N=NC1=C(NC=N1)C(=O)N. Cell line: CCRF-CEM. Synergy scores: CSS=17.1, Synergy_ZIP=-8.69, Synergy_Bliss=-12.2, Synergy_Loewe=-10.8, Synergy_HSA=-9.77. (4) Drug 1: CC(C1=C(C=CC(=C1Cl)F)Cl)OC2=C(N=CC(=C2)C3=CN(N=C3)C4CCNCC4)N. Drug 2: N.N.Cl[Pt+2]Cl. Cell line: HCC-2998. Synergy scores: CSS=9.87, Synergy_ZIP=2.01, Synergy_Bliss=1.86, Synergy_Loewe=-5.59, Synergy_HSA=0.0714. (5) Drug 1: CC1=CC=C(C=C1)C2=CC(=NN2C3=CC=C(C=C3)S(=O)(=O)N)C(F)(F)F. Drug 2: CS(=O)(=O)OCCCCOS(=O)(=O)C. Cell line: HCT116. Synergy scores: CSS=25.8, Synergy_ZIP=-3.10, Synergy_Bliss=1.95, Synergy_Loewe=6.57, Synergy_HSA=4.57.